From a dataset of NCI-60 drug combinations with 297,098 pairs across 59 cell lines. Regression. Given two drug SMILES strings and cell line genomic features, predict the synergy score measuring deviation from expected non-interaction effect. (1) Drug 1: C1=C(C(=O)NC(=O)N1)F. Drug 2: CCN(CC)CCCC(C)NC1=C2C=C(C=CC2=NC3=C1C=CC(=C3)Cl)OC. Cell line: MALME-3M. Synergy scores: CSS=59.8, Synergy_ZIP=22.1, Synergy_Bliss=19.0, Synergy_Loewe=20.9, Synergy_HSA=21.4. (2) Drug 1: CC1C(C(CC(O1)OC2CC(CC3=C2C(=C4C(=C3O)C(=O)C5=C(C4=O)C(=CC=C5)OC)O)(C(=O)C)O)N)O.Cl. Drug 2: CC1=C(N=C(N=C1N)C(CC(=O)N)NCC(C(=O)N)N)C(=O)NC(C(C2=CN=CN2)OC3C(C(C(C(O3)CO)O)O)OC4C(C(C(C(O4)CO)O)OC(=O)N)O)C(=O)NC(C)C(C(C)C(=O)NC(C(C)O)C(=O)NCCC5=NC(=CS5)C6=NC(=CS6)C(=O)NCCC[S+](C)C)O. Cell line: SF-268. Synergy scores: CSS=39.8, Synergy_ZIP=1.30, Synergy_Bliss=1.19, Synergy_Loewe=-1.48, Synergy_HSA=2.82. (3) Drug 1: CCN(CC)CCCC(C)NC1=C2C=C(C=CC2=NC3=C1C=CC(=C3)Cl)OC. Drug 2: C1C(C(OC1N2C=NC3=C2NC=NCC3O)CO)O. Cell line: A498. Synergy scores: CSS=25.8, Synergy_ZIP=-5.87, Synergy_Bliss=-2.76, Synergy_Loewe=-6.68, Synergy_HSA=-2.37.